This data is from Forward reaction prediction with 1.9M reactions from USPTO patents (1976-2016). The task is: Predict the product of the given reaction. (1) Given the reactants [O:1]=[C:2]1[C:10]2[C:5](=[CH:6][CH:7]=[CH:8][CH:9]=2)[C:4](=O)[N:3]1[CH:12]([CH2:22][C:23]1[CH:28]=CC=C[C:24]=1C=C)[C:13]([O:15]CC[Si](C)(C)C)=[O:14].O=[O+][O-], predict the reaction product. The product is: [NH2:3][CH:2]1[C:2](=[O:1])[N:3]([CH:12]([CH2:22][CH:23]([CH3:24])[CH3:28])[C:13]([O:15][C:23]([CH3:28])([CH3:24])[CH3:22])=[O:14])[CH2:4][C:5]2[CH:6]=[CH:7][CH:8]=[CH:9][C:10]=2[CH2:10]1. (2) Given the reactants [CH3:1][S:2]([C:5]1[CH:6]=[CH:7][C:8]([N:14]2[CH2:19][CH2:18][O:17][CH2:16][CH2:15]2)=[C:9]([CH:13]=1)[C:10]([OH:12])=O)(=[O:4])=[O:3].[Br:20][C:21]1[CH:22]=[N:23][C:24]([N:27]2[CH2:32][CH2:31][NH:30][CH2:29][CH2:28]2)=[N:25][CH:26]=1, predict the reaction product. The product is: [Br:20][C:21]1[CH:22]=[N:23][C:24]([N:27]2[CH2:28][CH2:29][N:30]([C:10]([C:9]3[CH:13]=[C:5]([S:2]([CH3:1])(=[O:3])=[O:4])[CH:6]=[CH:7][C:8]=3[N:14]3[CH2:19][CH2:18][O:17][CH2:16][CH2:15]3)=[O:12])[CH2:31][CH2:32]2)=[N:25][CH:26]=1.